Task: Predict the product of the given reaction.. Dataset: Forward reaction prediction with 1.9M reactions from USPTO patents (1976-2016) (1) Given the reactants C(OC(=O)C[N:6]1[N:10]=[N:9][C:8]([C:11]2[S:15][C:14]([Br:16])=[N:13][CH:12]=2)=[N:7]1)C.Br[CH2:19][C:20]([O:22][C:23]([CH3:26])([CH3:25])[CH3:24])=[O:21], predict the reaction product. The product is: [C:23]([O:22][C:20](=[O:21])[CH2:19][N:10]1[N:6]=[N:7][C:8]([C:11]2[S:15][C:14]([Br:16])=[N:13][CH:12]=2)=[N:9]1)([CH3:26])([CH3:25])[CH3:24]. (2) Given the reactants [BH4-].[Na+].[C:3]([C:6]1[S:7][CH:8]=[C:9]([C:11]([NH:13][C@H:14]([CH3:30])[CH2:15][N:16]2[CH:20]=[CH:19][C:18]([C:21]3[CH:26]=[CH:25][C:24]([C:27]#[N:28])=[C:23]([Cl:29])[CH:22]=3)=[N:17]2)=[O:12])[N:10]=1)(=[O:5])[CH3:4], predict the reaction product. The product is: [Cl:29][C:23]1[CH:22]=[C:21]([C:18]2[CH:19]=[CH:20][N:16]([CH2:15][C@H:14]([NH:13][C:11]([C:9]3[N:10]=[C:6]([CH:3]([OH:5])[CH3:4])[S:7][CH:8]=3)=[O:12])[CH3:30])[N:17]=2)[CH:26]=[CH:25][C:24]=1[C:27]#[N:28]. (3) Given the reactants [NH2:1][C:2]1[CH:7]=[CH:6][C:5]([CH2:8][CH2:9][C:10]2[S:14][C:13]([NH:15][C:16](=[O:18])[CH3:17])=[N:12][CH:11]=2)=[CH:4][CH:3]=1.[C:19]([O:23][C:24]([NH:26][C:27](N1C=CC=N1)=[N:28][C:29]([O:31][C:32]([CH3:35])([CH3:34])[CH3:33])=[O:30])=[O:25])([CH3:22])([CH3:21])[CH3:20].CN(C)C=O, predict the reaction product. The product is: [C:16]([NH:15][C:13]1[S:14][C:10]([CH2:9][CH2:8][C:5]2[CH:6]=[CH:7][C:2]([NH:1][CH:27]([NH:28][C:29](=[O:30])[O:31][C:32]([CH3:35])([CH3:34])[CH3:33])[NH:26][C:24](=[O:25])[O:23][C:19]([CH3:22])([CH3:21])[CH3:20])=[CH:3][CH:4]=2)=[CH:11][N:12]=1)(=[O:18])[CH3:17]. (4) Given the reactants [C:1]([O:4][CH2:5][C@@H:6]1[C@@H:11]([O:12][C:13](=[O:15])[CH3:14])[C@H:10]([O:16][C:17](=[O:19])[CH3:18])[C@H:9]([O:20][C:21](=[O:23])[CH3:22])[C@@H:8]([CH2:24]/[CH:25]=[CH:26]/[C:27]2[CH:32]=[CH:31][C:30](/[CH:33]=[CH:34]/[CH2:35][C@@H:36]3[C@@H:41]([O:42][C:43](=[O:45])[CH3:44])[C@@H:40]([O:46][C:47](=[O:49])[CH3:48])[C@H:39]([O:50][C:51](=[O:53])[CH3:52])[C@@H:38]([CH2:54][O:55][C:56](=[O:58])[CH3:57])[O:37]3)=[CH:29][CH:28]=2)[O:7]1)(=[O:3])[CH3:2], predict the reaction product. The product is: [C:56]([O:55][CH2:54][C@@H:38]1[C@@H:39]([O:50][C:51](=[O:53])[CH3:52])[C@H:40]([O:46][C:47](=[O:49])[CH3:48])[C@H:41]([O:42][C:43](=[O:45])[CH3:44])[C@@H:36]([CH2:35][CH2:34][CH2:33][C:30]2[CH:29]=[CH:28][C:27]([CH2:26][CH2:25][CH2:24][C@@H:8]3[C@@H:9]([O:20][C:21](=[O:23])[CH3:22])[C@@H:10]([O:16][C:17](=[O:19])[CH3:18])[C@H:11]([O:12][C:13](=[O:15])[CH3:14])[C@@H:6]([CH2:5][O:4][C:1](=[O:3])[CH3:2])[O:7]3)=[CH:32][CH:31]=2)[O:37]1)(=[O:58])[CH3:57]. (5) Given the reactants [Br:1][C:2]1[CH:7]=[C:6]([CH3:8])[CH:5]=[C:4](Br)[C:3]=1[Cl:10].C(=[NH:24])(C1C=CC=CC=1)C1C=CC=CC=1.CC(C)([O-])C.[Na+].C1C=CC(P(C2C=CC3C(=CC=CC=3)C=2C2C3C(=CC=CC=3)C=CC=2P(C2C=CC=CC=2)C2C=CC=CC=2)C2C=CC=CC=2)=CC=1.Cl, predict the reaction product. The product is: [Br:1][C:2]1[C:3]([Cl:10])=[C:4]([CH:5]=[C:6]([CH3:8])[CH:7]=1)[NH2:24]. (6) Given the reactants [H-].[H-].[H-].[H-].[Li+].[Al+3].[Al+3].[Cl-].[Cl-].[Cl-].[CH:11]1([C:20](O)=[O:21])[C:19]2[C:14](=[CH:15][CH:16]=[CH:17][CH:18]=2)[CH2:13][CH2:12]1, predict the reaction product. The product is: [CH:11]1([CH2:20][OH:21])[C:19]2[C:14](=[CH:15][CH:16]=[CH:17][CH:18]=2)[CH2:13][CH2:12]1. (7) Given the reactants [Cl:1][C:2]1[CH:7]=[CH:6][C:5]([N:8]=[C:9]=[O:10])=[C:4]([F:11])[CH:3]=1.Cl.[Cl:13][C:14]1[CH:31]=[CH:30][C:17]([CH2:18][N:19]2[C:23]([C@H:24]3[CH2:28][CH2:27][CH2:26][NH:25]3)=[N:22][N:21]=[C:20]2[CH3:29])=[CH:16][CH:15]=1.C(N(CC)C(C)C)(C)C.C([O-])(O)=O.[Na+], predict the reaction product. The product is: [Cl:13][C:14]1[CH:31]=[CH:30][C:17]([CH2:18][N:19]2[C:20]([CH3:29])=[N:21][N:22]=[C:23]2[C@H:24]2[CH2:28][CH2:27][CH2:26][N:25]2[C:9]([NH:8][C:5]2[CH:6]=[CH:7][C:2]([Cl:1])=[CH:3][C:4]=2[F:11])=[O:10])=[CH:16][CH:15]=1.